Predict which catalyst facilitates the given reaction. From a dataset of Catalyst prediction with 721,799 reactions and 888 catalyst types from USPTO. Reactant: [CH3:1][N:2]1[N:6]=[C:5]([NH2:7])[CH:4]=[N:3]1.[Al](Cl)(C)C.[CH3:12][C:13]1[O:14][C:15]2[CH:21]=[C:20]([C:22](OCC)=[O:23])[CH:19]=[C:18]([O:27][CH:28]3[CH2:31][N:30]([S:32]([CH3:35])(=[O:34])=[O:33])[CH2:29]3)[C:16]=2[CH:17]=1. Product: [CH3:12][C:13]1[O:14][C:15]2[CH:21]=[C:20]([C:22]([NH:7][C:5]3[CH:4]=[N:3][N:2]([CH3:1])[N:6]=3)=[O:23])[CH:19]=[C:18]([O:27][CH:28]3[CH2:31][N:30]([S:32]([CH3:35])(=[O:34])=[O:33])[CH2:29]3)[C:16]=2[CH:17]=1. The catalyst class is: 4.